Dataset: Peptide-MHC class I binding affinity with 185,985 pairs from IEDB/IMGT. Task: Regression. Given a peptide amino acid sequence and an MHC pseudo amino acid sequence, predict their binding affinity value. This is MHC class I binding data. (1) The peptide sequence is KMYWITRSK. The MHC is HLA-B46:01 with pseudo-sequence HLA-B46:01. The binding affinity (normalized) is 0.0847. (2) The peptide sequence is LITNTKSDNI. The MHC is HLA-A02:02 with pseudo-sequence HLA-A02:02. The binding affinity (normalized) is 0.287. (3) The peptide sequence is STDTRHIPQ. The MHC is HLA-A24:03 with pseudo-sequence HLA-A24:03. The binding affinity (normalized) is 0.0847.